Dataset: Catalyst prediction with 721,799 reactions and 888 catalyst types from USPTO. Task: Predict which catalyst facilitates the given reaction. (1) The catalyst class is: 61. Product: [Cl:8][C:5]1[CH:6]=[CH:7][C:2]([NH:1][C:17](=[O:23])[C:18]([O:20][CH3:21])=[O:19])=[N:3][CH:4]=1. Reactant: [NH2:1][C:2]1[CH:7]=[CH:6][C:5]([Cl:8])=[CH:4][N:3]=1.C(N(CC)CC)C.Cl[C:17](=[O:23])[C:18]([O:20][CH2:21]C)=[O:19].C(=O)(O)[O-].[Na+]. (2) Reactant: [Cl:1][C:2]1[CH:7]=[CH:6][C:5]([C:8]2([OH:14])[CH2:13][CH2:12][NH:11][CH2:10][CH2:9]2)=[CH:4][C:3]=1[C:15]([F:18])([F:17])[F:16].C([O-])([O-])=O.[K+].[K+].[CH2:25](Br)[C:26]1[CH:31]=[CH:30][CH:29]=[CH:28][CH:27]=1.O. Product: [CH2:25]([N:11]1[CH2:10][CH2:9][C:8]([C:5]2[CH:6]=[CH:7][C:2]([Cl:1])=[C:3]([C:15]([F:18])([F:16])[F:17])[CH:4]=2)([OH:14])[CH2:13][CH2:12]1)[C:26]1[CH:31]=[CH:30][CH:29]=[CH:28][CH:27]=1. The catalyst class is: 3. (3) Reactant: [H-].[Na+].[CH3:3][CH2:4][O:5][C:6]([CH:8]1[C:12](=[O:13])[CH2:11][CH2:10][CH2:9]1)=[O:7].[F:14][C:15]([F:28])([F:27])[S:16](O[S:16]([C:15]([F:28])([F:27])[F:14])(=[O:18])=[O:17])(=[O:18])=[O:17].[Cl-].[NH4+]. The catalyst class is: 27. Product: [F:14][C:15]([F:28])([F:27])[S:16]([O:13][C:12]1[CH2:11][CH2:10][CH2:9][C:8]=1[C:6]([O:5][CH2:4][CH3:3])=[O:7])(=[O:18])=[O:17]. (4) Reactant: [C:1]([CH2:3][NH:4][C:5](=[O:36])[C@H:6]([CH2:32][CH:33]([CH3:35])[CH3:34])[NH:7][C:8]1[C:12]([C:13]2[CH:18]=[CH:17][C:16]([N:19]3[CH2:24][CH2:23][N:22](C(OC(C)(C)C)=O)[CH2:21][CH2:20]3)=[CH:15][CH:14]=2)=[N:11][O:10][N:9]=1)#[N:2].CS(O)(=O)=O.C([O-])(O)=O.[Na+]. Product: [C:1]([CH2:3][NH:4][C:5](=[O:36])[C@H:6]([CH2:32][CH:33]([CH3:34])[CH3:35])[NH:7][C:8]1[C:12]([C:13]2[CH:14]=[CH:15][C:16]([N:19]3[CH2:20][CH2:21][NH:22][CH2:23][CH2:24]3)=[CH:17][CH:18]=2)=[N:11][O:10][N:9]=1)#[N:2]. The catalyst class is: 1. (5) Product: [CH2:35]([O:34][C:31]1[CH:32]=[CH:33][C:24]([C@@H:15]([O:16][Si:17]([C:20]([CH3:21])([CH3:23])[CH3:22])([CH3:19])[CH3:18])[CH2:14][NH:13][C@H:11]([CH3:12])[CH2:10][C:6]2[CH:5]=[C:4]([CH2:3][CH2:2][NH:1][C:15]([CH2:24][C:25]3[CH:30]=[CH:94][C:93]([N:92]([CH3:96])[C:61]([CH2:60][CH2:59][N:56]4[CH2:57][CH2:58][CH:53]([O:52][C:50](=[O:51])[NH:49][C:44]5[CH:45]=[CH:46][CH:47]=[CH:48][C:43]=5[C:75]5[CH:80]=[CH:79][CH:78]=[CH:77][CH:76]=5)[CH2:54][CH2:55]4)=[O:62])=[CH:95][CH:26]=3)=[O:16])[CH:9]=[CH:8][CH:7]=2)=[C:25]2[C:30]=1[NH:29][C:28](=[O:42])[CH:27]=[CH:26]2)[C:36]1[CH:37]=[CH:38][CH:39]=[CH:40][CH:41]=1. Reactant: [NH2:1][CH2:2][CH2:3][C:4]1[CH:5]=[C:6]([CH2:10][C@H:11]([NH:13][CH2:14][C@@H:15]([C:24]2[CH:33]=[CH:32][C:31]([O:34][CH2:35][C:36]3[CH:41]=[CH:40][CH:39]=[CH:38][CH:37]=3)=[C:30]3[C:25]=2[CH:26]=[CH:27][C:28](=[O:42])[NH:29]3)[O:16][Si:17]([C:20]([CH3:23])([CH3:22])[CH3:21])([CH3:19])[CH3:18])[CH3:12])[CH:7]=[CH:8][CH:9]=1.[C:43]1([C:75]2[CH:80]=[CH:79][CH:78]=[CH:77][CH:76]=2)[CH:48]=[CH:47][CH:46]=[CH:45][C:44]=1[NH:49][C:50]([O:52][CH:53]1[CH2:58][CH2:57][N:56]([CH2:59][CH2:60][C:61](CNC2C=CC(CC(O)=O)=CC=2)=[O:62])[CH2:55][CH2:54]1)=[O:51].[O-]S(C(F)(F)F)(=O)=O.C([N:92]([CH2:96]C)[CH:93]([CH3:95])[CH3:94])(C)C. The catalyst class is: 2. (6) Reactant: [C:1](O[BH-](OC(=O)C)OC(=O)C)(=O)C.[Na+].[CH2:15]([N:22]1[C:26]2[CH:27]=[C:28]([NH:35][C@H:36]3[CH2:41][CH2:40][C@H:39]([NH2:42])[CH2:38][CH2:37]3)[C:29]3[N:30]([C:31]([CH3:34])=[N:32][N:33]=3)[C:25]=2[CH:24]=[C:23]1[CH3:43])[C:16]1[CH:21]=[CH:20][CH:19]=[CH:18][CH:17]=1.C=O. Product: [CH2:15]([N:22]1[C:26]2[CH:27]=[C:28]([NH:35][C@H:36]3[CH2:41][CH2:40][C@H:39]([NH:42][CH3:1])[CH2:38][CH2:37]3)[C:29]3[N:30]([C:31]([CH3:34])=[N:32][N:33]=3)[C:25]=2[CH:24]=[C:23]1[CH3:43])[C:16]1[CH:21]=[CH:20][CH:19]=[CH:18][CH:17]=1. The catalyst class is: 2.